This data is from NCI-60 drug combinations with 297,098 pairs across 59 cell lines. The task is: Regression. Given two drug SMILES strings and cell line genomic features, predict the synergy score measuring deviation from expected non-interaction effect. (1) Drug 1: CN(C)C1=NC(=NC(=N1)N(C)C)N(C)C. Drug 2: C1CNP(=O)(OC1)N(CCCl)CCCl. Cell line: NCI/ADR-RES. Synergy scores: CSS=-1.28, Synergy_ZIP=2.68, Synergy_Bliss=4.77, Synergy_Loewe=0.140, Synergy_HSA=0.861. (2) Drug 1: CC1OCC2C(O1)C(C(C(O2)OC3C4COC(=O)C4C(C5=CC6=C(C=C35)OCO6)C7=CC(=C(C(=C7)OC)O)OC)O)O. Drug 2: CC12CCC3C(C1CCC2O)C(CC4=C3C=CC(=C4)O)CCCCCCCCCS(=O)CCCC(C(F)(F)F)(F)F. Cell line: OVCAR-8. Synergy scores: CSS=18.3, Synergy_ZIP=-0.152, Synergy_Bliss=0.363, Synergy_Loewe=-10.2, Synergy_HSA=0.606. (3) Synergy scores: CSS=52.2, Synergy_ZIP=0.795, Synergy_Bliss=1.33, Synergy_Loewe=2.81, Synergy_HSA=2.99. Drug 1: CCC1(CC2CC(C3=C(CCN(C2)C1)C4=CC=CC=C4N3)(C5=C(C=C6C(=C5)C78CCN9C7C(C=CC9)(C(C(C8N6C=O)(C(=O)OC)O)OC(=O)C)CC)OC)C(=O)OC)O.OS(=O)(=O)O. Cell line: MOLT-4. Drug 2: C1CN(CCN1C(=O)CCBr)C(=O)CCBr.